The task is: Predict the product of the given reaction.. This data is from Forward reaction prediction with 1.9M reactions from USPTO patents (1976-2016). (1) The product is: [NH:8]1[CH2:13][CH2:12][CH2:11][CH:10]([NH:14][C:15]2[CH:16]=[C:17]3[C:21](=[CH:22][CH:23]=2)[NH:20][N:19]=[CH:18]3)[CH2:9]1. Given the reactants C([N:8]1[CH2:13][CH2:12][CH2:11][CH:10]([NH:14][C:15]2[CH:16]=[C:17]3[C:21](=[CH:22][CH:23]=2)[NH:20][N:19]=[CH:18]3)[CH2:9]1)C1C=CC=CC=1.C([O-])=O.[NH4+], predict the reaction product. (2) Given the reactants Br[C:2]1[CH:3]=[CH:4][C:5]([S:8]([N:11]([CH3:19])[CH2:12][CH2:13][NH:14][S:15]([CH3:18])(=[O:17])=[O:16])(=[O:10])=[O:9])=[N:6][CH:7]=1.[F:20][C:21]1[CH:29]=[C:28]2[C:24]([C:25](B3OC(C)(C)C(C)(C)O3)=[CH:26][N:27]2[C:30]([O:32][C:33]([CH3:36])([CH3:35])[CH3:34])=[O:31])=[CH:23][CH:22]=1.C([O-])([O-])=O.[K+].[K+], predict the reaction product. The product is: [F:20][C:21]1[CH:29]=[C:28]2[C:24]([C:25]([C:2]3[CH:7]=[N:6][C:5]([S:8](=[O:10])(=[O:9])[N:11]([CH3:19])[CH2:12][CH2:13][NH:14][S:15]([CH3:18])(=[O:17])=[O:16])=[CH:4][CH:3]=3)=[CH:26][N:27]2[C:30]([O:32][C:33]([CH3:36])([CH3:35])[CH3:34])=[O:31])=[CH:23][CH:22]=1. (3) The product is: [Cl:1][C:2]1[CH:11]=[C:10]([CH:12]([NH2:28])[CH3:13])[C:9]([N:15]2[CH2:20][CH2:19][CH2:18][CH:17]([F:21])[CH2:16]2)=[C:8]2[C:3]=1[CH:4]=[CH:5][CH:6]=[N:7]2. Given the reactants [Cl:1][C:2]1[CH:11]=[C:10]([C:12](=O)[CH3:13])[C:9]([N:15]2[CH2:20][CH2:19][CH2:18][CH:17]([F:21])[CH2:16]2)=[C:8]2[C:3]=1[CH:4]=[CH:5][CH:6]=[N:7]2.C([O-])(=O)C.[NH4+].C([BH3-])#[N:28].[Na+].O1CCCC1, predict the reaction product. (4) The product is: [N+:8]([C:5]1[CH:6]=[CH:7][C:2]([O:21][CH:18]2[CH2:19][CH2:20][CH:15]([OH:22])[CH2:16][CH2:17]2)=[CH:3][C:4]=1[C:11]([F:14])([F:13])[F:12])([O-:10])=[O:9]. Given the reactants F[C:2]1[CH:7]=[CH:6][C:5]([N+:8]([O-:10])=[O:9])=[C:4]([C:11]([F:14])([F:13])[F:12])[CH:3]=1.[C@H:15]1([OH:22])[CH2:20][CH2:19][C@H:18]([OH:21])[CH2:17][CH2:16]1.[H-].[Na+].O, predict the reaction product. (5) Given the reactants C(OC(=O)[NH:10][CH2:11][CH2:12][C:13]1[N:14]([CH2:19][CH3:20])[N:15]=[C:16]([CH3:18])[CH:17]=1)C1C=CC=CC=1, predict the reaction product. The product is: [CH2:19]([N:14]1[C:13]([CH2:12][CH2:11][NH2:10])=[CH:17][C:16]([CH3:18])=[N:15]1)[CH3:20]. (6) The product is: [CH2:1]([N:5]([CH3:19])[CH2:6][CH2:7][N:8]([CH3:18])[C:9]1[CH:14]=[CH:13][C:12]([NH2:15])=[CH:11][CH:10]=1)[CH2:2][CH2:3][CH3:4]. Given the reactants [CH2:1]([N:5]([CH3:19])[CH2:6][CH2:7][N:8]([CH3:18])[C:9]1[CH:14]=[CH:13][C:12]([N+:15]([O-])=O)=[CH:11][CH:10]=1)[CH2:2][CH2:3][CH3:4].C(O)(C(F)(F)F)=O, predict the reaction product.